Dataset: Reaction yield outcomes from USPTO patents with 853,638 reactions. Task: Predict the reaction yield, written as a fraction of the theoretical maximum amount of product (1.0 means a 100% yield; for example, 0.34 means a 34% yield). (1) The reactants are [NH:1]1[C:5]2=[N:6][CH:7]=[CH:8][CH:9]=[C:4]2[C:3]([C:10]([C:12]2[CH:13]=[C:14]([CH:17]=[CH:18][CH:19]=2)[CH:15]=O)=[O:11])=[CH:2]1.C(CC(N)=[O:24])#N.C1C[CH2:35][N:34]2[C:29](=[N:30][CH2:31][CH2:32][CH2:33]2)CC1. The catalyst is C1COCC1. The product is [NH:1]1[C:5]2=[N:6][CH:7]=[CH:8][CH:9]=[C:4]2[C:3]([C:10]([C:12]2[CH:13]=[C:14]([CH:15]=[C:32]([C:31]#[N:30])[C:33]([N:34]([CH3:35])[CH3:29])=[O:24])[CH:17]=[CH:18][CH:19]=2)=[O:11])=[CH:2]1. The yield is 0.170. (2) The reactants are C([O:3][C:4](=[O:20])[CH2:5][CH:6]([CH2:11][P:12]([O:17][CH2:18][CH3:19])([O:14][CH2:15][CH3:16])=[O:13])[CH2:7][CH:8]([CH3:10])[CH3:9])C.[OH-].[Na+]. The catalyst is CCO. The product is [CH2:18]([O:17][P:12]([CH2:11][CH:6]([CH2:7][CH:8]([CH3:10])[CH3:9])[CH2:5][C:4]([OH:20])=[O:3])([O:14][CH2:15][CH3:16])=[O:13])[CH3:19]. The yield is 0.720. (3) The reactants are [F:1][C:2]1[CH:3]=[CH:4][CH2:5][CH:6]2[C:11]=1[N:10]1[CH2:12][CH2:13][CH2:14][CH:9]1[C:8](=O)[NH:7]2.B.C1COCC1.CO. The catalyst is C1COCC1. The product is [F:1][C:2]1[CH:3]=[CH:4][CH2:5][CH:6]2[C:11]=1[N:10]1[CH2:12][CH2:13][CH2:14][CH:9]1[CH2:8][NH:7]2. The yield is 0.536. (4) The reactants are [CH3:1][C@H:2]1[CH2:7][N:6]([CH:8]2[CH2:11][O:10][CH2:9]2)[C@H:5]([CH3:12])[CH2:4][N:3]1[C:13]1[CH:14]=[CH:15][C:16]([NH:19][C:20]2[C:25](=[O:26])[N:24]([CH3:27])[CH:23]=[C:22]([C:28]3[C:33]([CH:34]=[O:35])=[C:32]([N:36]4[CH:48]=[CH:47][N:39]5[C:40]6[CH2:41][CH2:42][CH2:43][CH2:44][C:45]=6[CH:46]=[C:38]5[C:37]4=[O:49])[N:31]=[CH:30][CH:29]=3)[CH:21]=2)=[N:17][CH:18]=1.[BH4-].[Na+]. The catalyst is CO. The product is [CH3:1][C@H:2]1[CH2:7][N:6]([CH:8]2[CH2:11][O:10][CH2:9]2)[C@H:5]([CH3:12])[CH2:4][N:3]1[C:13]1[CH:14]=[CH:15][C:16]([NH:19][C:20]2[C:25](=[O:26])[N:24]([CH3:27])[CH:23]=[C:22]([C:28]3[CH:29]=[CH:30][N:31]=[C:32]([N:36]4[CH:48]=[CH:47][N:39]5[C:40]6[CH2:41][CH2:42][CH2:43][CH2:44][C:45]=6[CH:46]=[C:38]5[C:37]4=[O:49])[C:33]=3[CH2:34][OH:35])[CH:21]=2)=[N:17][CH:18]=1. The yield is 0.550. (5) The catalyst is C(O)CCCCC. The yield is 0.920. The product is [N:1]1[CH:6]=[CH:5][CH:4]=[CH:3][C:2]=1[S:7]([CH:10]([NH:22][CH2:23][C:24]1[CH:29]=[CH:28][C:27]([C:30]2[S:31][CH:32]=[CH:33][N:34]=2)=[CH:26][CH:25]=1)[C:11]1[N:16]=[C:15]([NH:17][CH2:18][C:19]([O:21][CH2:2][CH2:3][CH2:4][CH2:5][CH2:40][CH3:41])=[O:20])[CH:14]=[CH:13][CH:12]=1)(=[O:9])=[O:8]. The reactants are [N:1]1[CH:6]=[CH:5][CH:4]=[CH:3][C:2]=1[S:7]([CH:10]([NH:22][CH2:23][C:24]1[CH:29]=[CH:28][C:27]([C:30]2[S:31][CH:32]=[CH:33][N:34]=2)=[CH:26][CH:25]=1)[C:11]1[N:16]=[C:15]([NH:17][CH2:18][C:19]([OH:21])=[O:20])[CH:14]=[CH:13][CH:12]=1)(=[O:9])=[O:8].Cl.O1[CH2:41][CH2:40]OCC1.